From a dataset of HIV replication inhibition screening data with 41,000+ compounds from the AIDS Antiviral Screen. Binary Classification. Given a drug SMILES string, predict its activity (active/inactive) in a high-throughput screening assay against a specified biological target. (1) The molecule is CC(=O)N1CCC23c4ccccc4N(C)C2CC(=O)CC13. The result is 0 (inactive). (2) The drug is O=C(O)Cc1cccc2c(=O)c(-c3ccccc3)coc12. The result is 0 (inactive). (3) The drug is N=C1N(c2ccccc2)C(N)(N)SSC(N)(N)N1c1ccccc1. The result is 0 (inactive). (4) The molecule is CC1c2c(cc(O)n(Cc3ccccc3)c2=O)C(=O)N1C. The result is 0 (inactive). (5) The molecule is COc1ccccc1C=C1NC(=S)N(C=C2C(=O)Oc3ccccc3C2=O)C1=O. The result is 0 (inactive). (6) The compound is Cc1c2c(cc3c1C(=O)C(=O)C1=C3OCC1C)C(C)(C)CCC2. The result is 0 (inactive). (7) The drug is N=c1ccn2c(n1)OC1C(O)C(CO)OC12. The result is 1 (active).